This data is from NCI-60 drug combinations with 297,098 pairs across 59 cell lines. The task is: Regression. Given two drug SMILES strings and cell line genomic features, predict the synergy score measuring deviation from expected non-interaction effect. (1) Drug 1: CN(C)C1=NC(=NC(=N1)N(C)C)N(C)C. Drug 2: CCC(=C(C1=CC=CC=C1)C2=CC=C(C=C2)OCCN(C)C)C3=CC=CC=C3.C(C(=O)O)C(CC(=O)O)(C(=O)O)O. Cell line: SF-295. Synergy scores: CSS=-2.55, Synergy_ZIP=-1.77, Synergy_Bliss=-5.27, Synergy_Loewe=-3.42, Synergy_HSA=-3.96. (2) Drug 1: CC12CCC(CC1=CCC3C2CCC4(C3CC=C4C5=CN=CC=C5)C)O. Drug 2: CC1=C2C(C(=O)C3(C(CC4C(C3C(C(C2(C)C)(CC1OC(=O)C(C(C5=CC=CC=C5)NC(=O)C6=CC=CC=C6)O)O)OC(=O)C7=CC=CC=C7)(CO4)OC(=O)C)O)C)OC(=O)C. Cell line: ACHN. Synergy scores: CSS=25.0, Synergy_ZIP=0.836, Synergy_Bliss=7.66, Synergy_Loewe=-15.7, Synergy_HSA=7.55. (3) Drug 1: CN1C2=C(C=C(C=C2)N(CCCl)CCCl)N=C1CCCC(=O)O.Cl. Drug 2: CC1=C(C=C(C=C1)C(=O)NC2=CC(=CC(=C2)C(F)(F)F)N3C=C(N=C3)C)NC4=NC=CC(=N4)C5=CN=CC=C5. Cell line: COLO 205. Synergy scores: CSS=1.36, Synergy_ZIP=1.06, Synergy_Bliss=1.15, Synergy_Loewe=0.883, Synergy_HSA=0.268. (4) Drug 1: C1=CN(C=N1)CC(O)(P(=O)(O)O)P(=O)(O)O. Drug 2: CC1C(C(CC(O1)OC2CC(CC3=C2C(=C4C(=C3O)C(=O)C5=CC=CC=C5C4=O)O)(C(=O)C)O)N)O. Cell line: UACC-257. Synergy scores: CSS=47.7, Synergy_ZIP=-1.21, Synergy_Bliss=-0.313, Synergy_Loewe=-27.7, Synergy_HSA=0.922. (5) Drug 1: COC1=CC(=CC(=C1O)OC)C2C3C(COC3=O)C(C4=CC5=C(C=C24)OCO5)OC6C(C(C7C(O6)COC(O7)C8=CC=CS8)O)O. Drug 2: CC1C(C(CC(O1)OC2CC(CC3=C2C(=C4C(=C3O)C(=O)C5=CC=CC=C5C4=O)O)(C(=O)C)O)N)O. Cell line: SNB-19. Synergy scores: CSS=44.9, Synergy_ZIP=-11.7, Synergy_Bliss=-12.0, Synergy_Loewe=-8.37, Synergy_HSA=-6.88. (6) Drug 1: C1CNP(=O)(OC1)N(CCCl)CCCl. Drug 2: C1CN(P(=O)(OC1)NCCCl)CCCl. Cell line: SN12C. Synergy scores: CSS=-18.2, Synergy_ZIP=5.32, Synergy_Bliss=-4.49, Synergy_Loewe=-15.2, Synergy_HSA=-17.2. (7) Drug 2: CC(CN1CC(=O)NC(=O)C1)N2CC(=O)NC(=O)C2. Drug 1: C1=CC(=CC=C1CCC2=CNC3=C2C(=O)NC(=N3)N)C(=O)NC(CCC(=O)O)C(=O)O. Synergy scores: CSS=10.6, Synergy_ZIP=-5.96, Synergy_Bliss=0.342, Synergy_Loewe=-0.221, Synergy_HSA=0.819. Cell line: NCIH23.